Dataset: Retrosynthesis with 50K atom-mapped reactions and 10 reaction types from USPTO. Task: Predict the reactants needed to synthesize the given product. Given the product CNC(=O)C(F)(F)CO, predict the reactants needed to synthesize it. The reactants are: CN.COC(=O)C(F)(F)CO.